From a dataset of Forward reaction prediction with 1.9M reactions from USPTO patents (1976-2016). Predict the product of the given reaction. (1) Given the reactants C(O[C:6](=[O:21])[N:7]([CH2:13][C:14]1[CH:19]=[CH:18][CH:17]=[CH:16][C:15]=1[Cl:20])[N:8]1[CH:12]=[CH:11][CH:10]=[CH:9]1)(C)(C)C.[CH2:22]([O:24][C:25](=[O:37])[CH:26](C(OCC)=O)[C:27](OCC)=[O:28])[CH3:23], predict the reaction product. The product is: [CH2:22]([O:24][C:25]([C:26]1[C:6](=[O:21])[N:7]([CH2:13][C:14]2[CH:19]=[CH:18][CH:17]=[CH:16][C:15]=2[Cl:20])[N:8]2[CH:9]=[CH:10][CH:11]=[C:12]2[C:27]=1[OH:28])=[O:37])[CH3:23]. (2) Given the reactants C[CH2:2][N:3]([CH:7]([CH3:9])C)[CH:4]([CH3:6])C.[Cl:10][C:11]1[C:20]2[C:15](=[CH:16][C:17]([O:21][CH3:22])=[CH:18][CH:19]=2)C=C(NC)[N:12]=1.C(=O)C.C([BH3-])#N, predict the reaction product. The product is: [Cl:10][C:11]1[C:20]2[C:19](=[CH:18][C:17]([O:21][CH3:22])=[CH:16][CH:15]=2)[CH:9]=[C:7]([N:3]([CH2:4][CH3:6])[CH3:2])[N:12]=1.